This data is from Forward reaction prediction with 1.9M reactions from USPTO patents (1976-2016). The task is: Predict the product of the given reaction. (1) Given the reactants N1C=CC=CC=1.[FH:7].[Br:8][C:9]1[CH:15]=[C:14]([CH3:16])[C:12](N)=[C:11]([I:17])[CH:10]=1.N([O-])=O.[Na+], predict the reaction product. The product is: [Br:8][C:9]1[CH:15]=[C:14]([CH3:16])[C:12]([F:7])=[C:11]([I:17])[CH:10]=1. (2) The product is: [Cl:1][C:2]1[C:11]([CH2:12][OH:13])=[C:10]([CH2:17][CH3:18])[C:9]2[C:4](=[CH:5][C:6]([F:21])=[C:7]([O:19][CH3:20])[CH:8]=2)[N:3]=1. Given the reactants [Cl:1][C:2]1[C:11]([C:12](OCC)=[O:13])=[C:10]([CH2:17][CH3:18])[C:9]2[C:4](=[CH:5][C:6]([F:21])=[C:7]([O:19][CH3:20])[CH:8]=2)[N:3]=1.[H-].C([Al+]CC(C)C)C(C)C.[C@H](O)(C([O-])=O)[C@@H](O)C([O-])=O.[Na+].[K+], predict the reaction product. (3) The product is: [F:4][C:2]([C:5]1[N:9]([CH2:10][CH:11]2[CH2:12][CH2:13][O:14][CH2:15][CH2:16]2)[C:8]2[CH:17]=[CH:18][C:19]([NH2:21])=[CH:20][C:7]=2[N:6]=1)([F:1])[CH3:3]. Given the reactants [F:1][C:2]([C:5]1[N:9]([CH2:10][CH:11]2[CH2:16][CH2:15][O:14][CH2:13][CH2:12]2)[C:8]2[CH:17]=[CH:18][C:19]([NH:21]C(=O)C)=[CH:20][C:7]=2[N:6]=1)([F:4])[CH3:3].[OH-].[Na+].CO, predict the reaction product.